Predict which catalyst facilitates the given reaction. From a dataset of Catalyst prediction with 721,799 reactions and 888 catalyst types from USPTO. (1) Reactant: [H-].[H-].[H-].[H-].[Li+].[Al+3].C([O:9][C:10]([C:12]1[N:13]=[C:14]([C:17]2[CH:22]=[CH:21][C:20]([O:23][CH3:24])=[CH:19][CH:18]=2)[S:15][CH:16]=1)=O)C.O.[OH-].[Na+]. Product: [CH3:24][O:23][C:20]1[CH:19]=[CH:18][C:17]([C:14]2[S:15][CH:16]=[C:12]([CH2:10][OH:9])[N:13]=2)=[CH:22][CH:21]=1. The catalyst class is: 1. (2) Reactant: [NH2:1][C:2]1[C:7]([NH2:8])=[C:6]([C:9]2[CH:27]=[CH:26][C:12]([CH2:13][NH:14][C:15]([C:17]3[O:21][N:20]=[C:19]([C:22]([CH3:25])([CH3:24])[CH3:23])[N:18]=3)=[O:16])=[C:11]([F:28])[CH:10]=2)[CH:5]=[CH:4][N:3]=1.[CH:29]1([CH:32]=O)[CH2:31][CH2:30]1. Product: [F:28][C:11]1[CH:10]=[C:9]([C:6]2[CH:5]=[CH:4][N:3]=[C:2]3[NH:1][C:32]([C@@H:29]4[CH2:30][C@H:31]4[C:9]4[CH:27]=[CH:26][CH:12]=[CH:11][CH:10]=4)=[N:8][C:7]=23)[CH:27]=[CH:26][C:12]=1[CH2:13][NH:14][C:15]([C:17]1[O:21][N:20]=[C:19]([C:22]([CH3:23])([CH3:24])[CH3:25])[N:18]=1)=[O:16]. The catalyst class is: 3.